From a dataset of Kir2.1 potassium channel HTS with 301,493 compounds. Binary Classification. Given a drug SMILES string, predict its activity (active/inactive) in a high-throughput screening assay against a specified biological target. (1) The compound is O=[n+]1c2CCCCCc2n([O-])c(c1CC)C. The result is 0 (inactive). (2) The result is 0 (inactive). The drug is o1nc(n2nnc(c2CN(CCC)CCC)C(=O)N\N=C\C(=C\c2occc2)C)c(n1)N. (3) The drug is Brc1ccc(C(=O)/C=C\Nc2nccc(c2)C)cc1. The result is 0 (inactive). (4) The molecule is OC(=O)c1cc(N\N=C\c2c3c(ccc2)cccc3)ccc1. The result is 0 (inactive). (5) The result is 0 (inactive). The compound is OC(=O)C1C(CC=C(C1)C)C(O)=O. (6) The result is 0 (inactive). The compound is S(Cc1ccncc1)c1oc(nn1)c1cc2OCOc2cc1.